From a dataset of Forward reaction prediction with 1.9M reactions from USPTO patents (1976-2016). Predict the product of the given reaction. (1) Given the reactants C(O)=O.[CH:4]([NH2:6])=O.[NH2:7][C:8]1[NH:9][C:10]([C:18]2[CH:23]=[CH:22][C:21]([O:24][CH2:25][C:26]3[CH:31]=[CH:30][CH:29]=[CH:28][CH:27]=3)=[CH:20][CH:19]=2)=[CH:11][C:12]=1[C:13](OCC)=[O:14], predict the reaction product. The product is: [CH2:25]([O:24][C:21]1[CH:22]=[CH:23][C:18]([C:10]2[NH:9][C:8]3[N:7]=[CH:4][N:6]=[C:13]([OH:14])[C:12]=3[CH:11]=2)=[CH:19][CH:20]=1)[C:26]1[CH:31]=[CH:30][CH:29]=[CH:28][CH:27]=1. (2) Given the reactants [CH2:1]([O:3][C:4]1[CH:9]=[CH:8][CH:7]=[CH:6][C:5]=1[N:10]1[C:19](=[O:20])[C:18]2[C:13](=[CH:14][CH:15]=[CH:16][CH:17]=2)[N:12]=[C:11]1[CH:21]([N:23]1[CH2:28][CH2:27][NH:26][CH2:25][CH2:24]1)[CH3:22])[CH3:2].[C:29](OC(=O)C)(=[O:31])[CH3:30], predict the reaction product. The product is: [C:29]([N:26]1[CH2:25][CH2:24][N:23]([CH:21]([C:11]2[N:10]([C:5]3[CH:6]=[CH:7][CH:8]=[CH:9][C:4]=3[O:3][CH2:1][CH3:2])[C:19](=[O:20])[C:18]3[C:13](=[CH:14][CH:15]=[CH:16][CH:17]=3)[N:12]=2)[CH3:22])[CH2:28][CH2:27]1)(=[O:31])[CH3:30].